From a dataset of Reaction yield outcomes from USPTO patents with 853,638 reactions. Predict the reaction yield, written as a fraction of the theoretical maximum amount of product (1.0 means a 100% yield; for example, 0.34 means a 34% yield). (1) The reactants are [CH3:1][O:2][C:3]([C:5]1[CH:6]=[CH:7][CH:8]=[C:9]2[C:13]=1[NH:12][CH:11]=[CH:10]2)=[O:4].C([Mg]Br)C.[CH3:18][C:19]1([CH3:27])[C:21]([CH3:23])([CH3:22])[CH:20]1[C:24](Cl)=[O:25]. The catalyst is ClCCl.[Cl-].[Zn+2].[Cl-]. The product is [CH3:1][O:2][C:3]([C:5]1[CH:6]=[CH:7][CH:8]=[C:9]2[C:13]=1[NH:12][CH:11]=[C:10]2[C:24]([CH:20]1[C:21]([CH3:23])([CH3:22])[C:19]1([CH3:27])[CH3:18])=[O:25])=[O:4]. The yield is 0.630. (2) The reactants are [Br:1][C:2]1[C:3]([CH3:21])=[C:4]([N:8]2[C:17](=[O:18])[C:16]3[C:11](=[C:12]([F:19])[CH:13]=[CH:14][CH:15]=3)[NH:10][C:9]2=[O:20])[CH:5]=[CH:6][CH:7]=1.[C:22]([O-])([O-])=O.[Cs+].[Cs+].IC. The catalyst is CN(C=O)C.CCOC(C)=O.O. The product is [Br:1][C:2]1[C:3]([CH3:21])=[C:4]([N:8]2[C:17](=[O:18])[C:16]3[C:11](=[C:12]([F:19])[CH:13]=[CH:14][CH:15]=3)[N:10]([CH3:22])[C:9]2=[O:20])[CH:5]=[CH:6][CH:7]=1. The yield is 0.960. (3) The reactants are [Br:1][C:2]1[CH:3]=[C:4]([CH:7]=[C:8](F)[CH:9]=1)[C:5]#[N:6].Br[C:12]1C=CC=C(Br)C=1C.CN(C=O)C.[Cu]C#N. The catalyst is N1C=CC=CC=1. The product is [Br:1][C:2]1[C:3]([CH3:12])=[C:4]([CH:7]=[CH:8][CH:9]=1)[C:5]#[N:6]. The yield is 0.350. (4) The reactants are Cl[C:2]1[N:7]=[C:6]([Cl:8])[CH:5]=[CH:4][N:3]=1.[Cl:9][C:10]1[CH:15]=[CH:14][C:13](B(O)O)=[CH:12][CH:11]=1.C([O-])([O-])=O.[Na+].[Na+].CCOC(C)=O. The catalyst is C1COCC1.O.C1C=CC([P]([Pd]([P](C2C=CC=CC=2)(C2C=CC=CC=2)C2C=CC=CC=2)([P](C2C=CC=CC=2)(C2C=CC=CC=2)C2C=CC=CC=2)[P](C2C=CC=CC=2)(C2C=CC=CC=2)C2C=CC=CC=2)(C2C=CC=CC=2)C2C=CC=CC=2)=CC=1. The product is [Cl:8][C:6]1[CH:5]=[C:4]([C:13]2[CH:14]=[CH:15][C:10]([Cl:9])=[CH:11][CH:12]=2)[N:3]=[CH:2][N:7]=1. The yield is 0.710. (5) The reactants are [N:1]([C:4]1[CH:14]=[CH:13][C:7]([C:8]([O:10][CH2:11][CH3:12])=[O:9])=[CH:6][CH:5]=1)=[C:2]=[O:3].[Cl:15][C:16]1[CH:22]=[CH:21][C:19]([NH2:20])=[CH:18][C:17]=1[C:23]([F:26])([F:25])[F:24]. The catalyst is C(Cl)Cl. The product is [Cl:15][C:16]1[CH:22]=[CH:21][C:19]([NH:20][C:2]([NH:1][C:4]2[CH:14]=[CH:13][C:7]([C:8]([O:10][CH2:11][CH3:12])=[O:9])=[CH:6][CH:5]=2)=[O:3])=[CH:18][C:17]=1[C:23]([F:24])([F:25])[F:26]. The yield is 0.970. (6) The catalyst is [Cl-].[Zn+2].[Cl-].O. The product is [CH3:8][O:9][C:10]1[CH:15]=[C:14]([O:16][CH3:17])[N:13]=[C:12]([C:18]2[C:29]3[C:28](=[CH:27][CH:26]=[C:25]([O:24][CH3:23])[CH:30]=3)[NH:31][C:19]=2[CH3:20])[N:11]=1. The reactants are C1(C)C=CC=CC=1.[CH3:8][O:9][C:10]1[CH:15]=[C:14]([O:16][CH3:17])[N:13]=[C:12]([CH2:18][C:19](=O)[CH3:20])[N:11]=1.Cl.[CH3:23][O:24][C:25]1[CH:30]=[CH:29][C:28]([NH:31]N)=[CH:27][CH:26]=1.C(OCC)(=O)C. The yield is 0.670.